From a dataset of Full USPTO retrosynthesis dataset with 1.9M reactions from patents (1976-2016). Predict the reactants needed to synthesize the given product. (1) Given the product [CH2:11]([NH:10][C:8]([C:7]1[CH:6]=[CH:5][C:4]([N:1]2[C:15]([C:16]3[CH:21]=[CH:20][CH:19]=[CH:18][CH:17]=3)=[C:23]([C:24]([OH:26])=[O:25])[N:3]=[N:2]2)=[CH:14][CH:13]=1)=[O:9])[CH3:12], predict the reactants needed to synthesize it. The reactants are: [N:1]([C:4]1[CH:14]=[CH:13][C:7]([C:8]([NH:10][CH2:11][CH3:12])=[O:9])=[CH:6][CH:5]=1)=[N+:2]=[N-:3].[C:15]([CH2:23][C:24]([O:26]CC)=[O:25])(=O)[C:16]1[CH:21]=[CH:20][CH:19]=[CH:18][CH:17]=1.[O-]CC.[Na+].O. (2) Given the product [F:39][C:40]1[CH:48]=[C:47]2[C:43]([C:44]([C:49]3[CH:57]=[CH:56][C:55]4[C:51](=[CH:52][N:53]([CH2:58][CH:59]5[CH2:64][CH2:63][N:62]([C:36](=[O:38])[CH3:37])[CH2:61][CH2:60]5)[N:54]=4)[CH:50]=3)=[CH:45][NH:46]2)=[CH:42][CH:41]=1, predict the reactants needed to synthesize it. The reactants are: FC1C=C2C(C(C3C=C4C(C=NN4CC4CCN([C:36](=[O:38])[CH3:37])CC4)=CC=3)=CN2S(C2C=CC=CC=2)(=O)=O)=CC=1.[F:39][C:40]1[CH:48]=[C:47]2[C:43]([C:44]([C:49]3[CH:57]=[CH:56][C:55]4[C:51](=[CH:52][N:53]([CH2:58][CH:59]5[CH2:64][CH2:63][NH:62][CH2:61][CH2:60]5)[N:54]=4)[CH:50]=3)=[CH:45][NH:46]2)=[CH:42][CH:41]=1. (3) Given the product [CH:24]1([C:21]2[CH:22]=[CH:23][C:8]([C:5]3[N:6]=[CH:7][C:2]([NH2:1])=[N:3][CH:4]=3)=[C:9]([F:28])[C:10]=2[O:11][CH2:12][C:13]2[CH:14]=[CH:15][C:16]([C:17]3[NH:31][N:30]=[N:29][N:18]=3)=[CH:19][CH:20]=2)[CH2:25][CH2:26][CH2:27]1, predict the reactants needed to synthesize it. The reactants are: [NH2:1][C:2]1[N:3]=[CH:4][C:5]([C:8]2[C:9]([F:28])=[C:10]([C:21]([CH:24]3[CH2:27][CH2:26][CH2:25]3)=[CH:22][CH:23]=2)[O:11][CH2:12][C:13]2[CH:20]=[CH:19][C:16]([C:17]#[N:18])=[CH:15][CH:14]=2)=[N:6][CH:7]=1.[N-:29]=[N+:30]=[N-:31].[Na+].[NH4+].[Cl-]. (4) Given the product [OH:1][C@@H:2]([C:3]1[N:29]([CH:30]2[CH2:35][CH2:34][CH2:33][CH:32]([CH2:36][CH2:37][C:38]#[N:39])[CH2:31]2)[C:21]2=[C:22]3[S:28][CH:27]=[CH:26][C:23]3=[N:24][CH:25]=[C:20]2[N:5]=1)[CH3:6], predict the reactants needed to synthesize it. The reactants are: [OH:1][C@H:2]([CH3:6])[C:3]([NH2:5])=O.F[B-](F)(F)F.C([O+](CC)CC)C.N[C:20]1[C:21]([NH:29][CH:30]2[CH2:35][CH2:34][CH2:33][CH:32]([CH2:36][CH2:37][C:38]#[N:39])[CH2:31]2)=[C:22]2[S:28][CH:27]=[CH:26][C:23]2=[N:24][CH:25]=1. (5) Given the product [CH:20]1([N:17]2[C:5]3[C:6]([O:8][C@@H:9]([C@H:11]4[CH2:15][NH:14][C:13](=[O:16])[CH2:12]4)[CH3:10])=[N:7][C:2]([C:31]4[CH:36]=[CH:35][C:34]([N:37]5[CH2:40][CH:39]([N:41]6[CH2:42][CH2:43][O:44][CH2:45][CH2:46]6)[CH2:38]5)=[CH:33][CH:32]=4)=[CH:3][C:4]=3[N:19]=[CH:18]2)[CH2:22][CH2:21]1, predict the reactants needed to synthesize it. The reactants are: Br[C:2]1[N:7]=[C:6]([O:8][C@@H:9]([C@H:11]2[CH2:15][NH:14][C:13](=[O:16])[CH2:12]2)[CH3:10])[C:5]2[N:17]([CH:20]3[CH2:22][CH2:21]3)[CH:18]=[N:19][C:4]=2[CH:3]=1.CC1(C)C(C)(C)OB([C:31]2[CH:36]=[CH:35][C:34]([N:37]3[CH2:40][CH:39]([N:41]4[CH2:46][CH2:45][O:44][CH2:43][CH2:42]4)[CH2:38]3)=[CH:33][CH:32]=2)O1.C(=O)([O-])[O-].[Na+].[Na+].